Dataset: Forward reaction prediction with 1.9M reactions from USPTO patents (1976-2016). Task: Predict the product of the given reaction. (1) The product is: [CH3:33][S:30]([C:25]1[CH:26]=[CH:27][CH:28]=[CH:29][C:24]=1[CH2:23][O:1][C:2]1[CH:3]=[CH:4][C:5]([C:8]2[CH:12]=[C:11]([C:13]([NH2:15])=[O:14])[O:10][N:9]=2)=[CH:6][CH:7]=1)(=[O:31])=[O:32]. Given the reactants [OH:1][C:2]1[CH:7]=[CH:6][C:5]([C:8]2[CH:12]=[C:11]([C:13]([NH2:15])=[O:14])[O:10][N:9]=2)=[CH:4][CH:3]=1.C([O-])([O-])=O.[K+].[K+].Br[CH2:23][C:24]1[CH:29]=[CH:28][CH:27]=[CH:26][C:25]=1[S:30]([CH3:33])(=[O:32])=[O:31], predict the reaction product. (2) Given the reactants Br[CH2:2][C:3]1[C:8]([Cl:9])=[CH:7][CH:6]=[CH:5][C:4]=1[N:10]1[C:14](=[O:15])[N:13]([CH3:16])[N:12]=[N:11]1.[CH3:17][C:18]1[CH:23]=[C:22]([N:24]2[C:28]([CH3:29])=[C:27]([CH3:30])[C:26]([CH3:31])=[N:25]2)[CH:21]=[CH:20][C:19]=1[OH:32].C(=O)([O-])[O-].[K+].[K+], predict the reaction product. The product is: [Cl:9][C:8]1[C:3]([CH2:2][O:32][C:19]2[CH:20]=[CH:21][C:22]([N:24]3[C:28]([CH3:29])=[C:27]([CH3:30])[C:26]([CH3:31])=[N:25]3)=[CH:23][C:18]=2[CH3:17])=[C:4]([N:10]2[C:14](=[O:15])[N:13]([CH3:16])[N:12]=[N:11]2)[CH:5]=[CH:6][CH:7]=1. (3) Given the reactants C(#N)C.[CH3:4]/[CH:5]=[CH:6]/[C:7]1[CH:12]=[CH:11][CH:10]=[CH:9][CH:8]=1.[OH:13]OS([O-])=O.[K+].C([O-])([O-])=O.[K+].[K+], predict the reaction product. The product is: [CH3:4][C@@H:5]1[O:13][C@H:6]1[C:7]1[CH:12]=[CH:11][CH:10]=[CH:9][CH:8]=1. (4) Given the reactants [CH3:1][N:2]1[CH:6]=[C:5]([C:7]2[CH:8]=[C:9]([CH:18]=[CH:19][CH:20]=2)[CH2:10][CH2:11][O:12][CH2:13][CH2:14][C:15]([OH:17])=O)[CH:4]=[N:3]1.[CH3:21][O:22][CH:23]([O:33][CH3:34])[CH2:24][NH:25][CH:26]1[CH2:32][CH2:31][CH2:30][CH2:29][CH2:28][CH2:27]1.C(OCC)(=O)C, predict the reaction product. The product is: [CH:26]1([N:25]([CH2:24][CH:23]([O:33][CH3:34])[O:22][CH3:21])[C:15](=[O:17])[CH2:14][CH2:13][O:12][CH2:11][CH2:10][C:9]2[CH:18]=[CH:19][CH:20]=[C:7]([C:5]3[CH:4]=[N:3][N:2]([CH3:1])[CH:6]=3)[CH:8]=2)[CH2:32][CH2:31][CH2:30][CH2:29][CH2:28][CH2:27]1. (5) Given the reactants [Br:1][C:2]1[CH:10]=[C:9]2[C:5]([C:6]([CH2:21][OH:22])([CH2:19][OH:20])[C:7](=[O:18])[N:8]2[C:11]([O:13][C:14]([CH3:17])([CH3:16])[CH3:15])=[O:12])=[CH:4][CH:3]=1.O.[CH3:24][C:25]1C=CC(S(O)(=O)=O)=C[CH:26]=1.COC(OC)(C)C.C([O-])(O)=O.[Na+], predict the reaction product. The product is: [Br:1][C:2]1[CH:10]=[C:9]2[C:5]([C:6]3([CH2:19][O:20][C:25]([CH3:26])([CH3:24])[O:22][CH2:21]3)[C:7](=[O:18])[N:8]2[C:11]([O:13][C:14]([CH3:16])([CH3:17])[CH3:15])=[O:12])=[CH:4][CH:3]=1. (6) Given the reactants [CH2:1]([O:5][C:6]1[N:14]=[C:13]2[C:9]([N:10]=[C:11]([O:26][CH3:27])[N:12]2[CH2:15][C:16]2[CH:17]=[N:18][C:19]([O:22][CH2:23][CH2:24]Cl)=[CH:20][CH:21]=2)=[C:8]([NH2:28])[N:7]=1)[CH2:2][CH2:3][CH3:4].C(=O)([O-])[O-].[K+].[K+].[NH:35]1[CH2:44][CH2:43][CH:38]([C:39]([O:41][CH3:42])=[O:40])[CH2:37][CH2:36]1, predict the reaction product. The product is: [CH2:1]([O:5][C:6]1[N:14]=[C:13]2[C:9]([N:10]=[C:11]([O:26][CH3:27])[N:12]2[CH2:15][C:16]2[CH:17]=[N:18][C:19]([O:22][CH2:23][CH2:24][N:35]3[CH2:44][CH2:43][CH:38]([C:39]([O:41][CH3:42])=[O:40])[CH2:37][CH2:36]3)=[CH:20][CH:21]=2)=[C:8]([NH2:28])[N:7]=1)[CH2:2][CH2:3][CH3:4]. (7) Given the reactants [Cl:1][C:2]1[CH:3]=[CH:4][C:5]([OH:20])=[C:6]([CH2:8][C:9]2[N:14]=[C:13]([C:15]([O:17][CH2:18][CH3:19])=[O:16])[CH:12]=[CH:11][CH:10]=2)[CH:7]=1.C(=O)([O-])[O-].[K+].[K+].[Cl:27][C:28]1[CH:35]=[CH:34][CH:33]=[CH:32][C:29]=1[CH2:30]Br, predict the reaction product. The product is: [Cl:1][C:2]1[CH:3]=[CH:4][C:5]([O:20][CH2:30][C:29]2[CH:32]=[CH:33][CH:34]=[CH:35][C:28]=2[Cl:27])=[C:6]([CH2:8][C:9]2[N:14]=[C:13]([C:15]([O:17][CH2:18][CH3:19])=[O:16])[CH:12]=[CH:11][CH:10]=2)[CH:7]=1. (8) Given the reactants [N+:1]([C:4]1[CH:12]=[C:11]2[C:7]([CH:8]=[N:9][NH:10]2)=[CH:6][CH:5]=1)([O-:3])=[O:2].CC([O-])(C)C.[K+].[C:19]1([S:29](Cl)(=[O:31])=[O:30])[C:28]2[C:23](=[CH:24][CH:25]=[CH:26][CH:27]=2)[CH:22]=[CH:21][CH:20]=1.O, predict the reaction product. The product is: [C:19]1([S:29]([N:10]2[C:11]3[C:7](=[CH:6][CH:5]=[C:4]([N+:1]([O-:3])=[O:2])[CH:12]=3)[CH:8]=[N:9]2)(=[O:31])=[O:30])[C:28]2[C:23](=[CH:24][CH:25]=[CH:26][CH:27]=2)[CH:22]=[CH:21][CH:20]=1. (9) Given the reactants C([O:3][C:4]([C:6]1[C:7]([C:11]2[CH:16]=[CH:15][C:14]([F:17])=[CH:13][CH:12]=2)=[N:8][O:9][CH:10]=1)=[O:5])C.[OH-].[Na+].Cl, predict the reaction product. The product is: [F:17][C:14]1[CH:13]=[CH:12][C:11]([C:7]2[C:6]([C:4]([OH:5])=[O:3])=[CH:10][O:9][N:8]=2)=[CH:16][CH:15]=1. (10) Given the reactants N1C2C(=C(N3CCN(CC4CCC5C(=CC=CC=5)N4)CC3)C=CC=2)C=C1.[CH3:27][O:28][C:29]1[CH:30]=[C:31]2[C:36](=[CH:37][CH:38]=1)[N:35]=[C:34]([CH2:39][N:40]1[CH2:45][CH2:44][N:43]([C:46]3[CH:54]=[CH:53][CH:52]=[C:51]4[C:47]=3[CH:48]=[CH:49][NH:50]4)[CH2:42][CH2:41]1)[CH:33]=[CH:32]2, predict the reaction product. The product is: [CH3:27][O:28][C:29]1[CH:30]=[C:31]2[C:36](=[CH:37][CH:38]=1)[NH:35][CH:34]([CH2:39][N:40]1[CH2:41][CH2:42][N:43]([C:46]3[CH:54]=[CH:53][CH:52]=[C:51]4[C:47]=3[CH:48]=[CH:49][NH:50]4)[CH2:44][CH2:45]1)[CH2:33][CH2:32]2.